Dataset: Forward reaction prediction with 1.9M reactions from USPTO patents (1976-2016). Task: Predict the product of the given reaction. (1) Given the reactants [Br:1][C:2]1[CH:7]=[CH:6][C:5]([CH3:8])=[C:4]([CH2:9]Br)[CH:3]=1.[C-:11]#[N:12].[Na+], predict the reaction product. The product is: [Br:1][C:2]1[CH:7]=[CH:6][C:5]([CH3:8])=[C:4]([CH2:9][C:11]#[N:12])[CH:3]=1. (2) Given the reactants [F:1][C:2]1[CH:7]=[CH:6][C:5]([NH:8]C(=O)OC(C)(C)C)=[C:4]([C:16](=[O:26])[C:17]2[CH:22]=[CH:21][CH:20]=[C:19]([O:23][CH3:24])[C:18]=2[CH3:25])[CH:3]=1.Cl.[OH-].[Na+], predict the reaction product. The product is: [NH2:8][C:5]1[CH:6]=[CH:7][C:2]([F:1])=[CH:3][C:4]=1[C:16]([C:17]1[CH:22]=[CH:21][CH:20]=[C:19]([O:23][CH3:24])[C:18]=1[CH3:25])=[O:26].